This data is from Reaction yield outcomes from USPTO patents with 853,638 reactions. The task is: Predict the reaction yield, written as a fraction of the theoretical maximum amount of product (1.0 means a 100% yield; for example, 0.34 means a 34% yield). (1) The reactants are C(OC([N:8]1[CH2:13][CH2:12][CH:11]([C:14]2[N:18]([C:19]3[CH:24]=[CH:23][C:22]([O:25][C:26]4[CH:31]=[CH:30][CH:29]=[CH:28][CH:27]=4)=[CH:21][CH:20]=3)[N:17]=[C:16]([C:32](=[O:34])[NH2:33])[CH:15]=2)[CH2:10][CH2:9]1)=O)(C)(C)C.[ClH:35].CCO. The catalyst is CCO. The product is [ClH:35].[O:25]([C:22]1[CH:23]=[CH:24][C:19]([N:18]2[C:14]([CH:11]3[CH2:12][CH2:13][NH:8][CH2:9][CH2:10]3)=[CH:15][C:16]([C:32]([NH2:33])=[O:34])=[N:17]2)=[CH:20][CH:21]=1)[C:26]1[CH:31]=[CH:30][CH:29]=[CH:28][CH:27]=1. The yield is 0.890. (2) The reactants are [NH:1]1[C:5]2[CH:6]=[CH:7][C:8]([C:10]([OH:12])=O)=[CH:9][C:4]=2[N:3]=[CH:2]1.[NH:13]1[CH2:18][CH2:17][CH2:16][C@@H:15]2[C:19]3[CH:20]=[CH:21][C:22]([NH2:26])=[CH:23][C:24]=3[CH2:25][C@H:14]12. No catalyst specified. The product is [NH2:26][C:22]1[CH:21]=[CH:20][C:19]2[C@@H:15]3[C@@H:14]([N:13]([C:10]([C:8]4[CH:7]=[CH:6][C:5]5[NH:1][CH:2]=[N:3][C:4]=5[CH:9]=4)=[O:12])[CH2:18][CH2:17][CH2:16]3)[CH2:25][C:24]=2[CH:23]=1. The yield is 0.300. (3) The reactants are [CH3:1][C:2]1[S:24][C:5]2[C:6]3[C:22]([CH3:23])=[N:21][O:20][C:7]=3[C@H:8]([CH2:12][C:13]([O:15][C:16]([CH3:19])([CH3:18])[CH3:17])=[O:14])[NH:9][C:10](=[O:11])[C:4]=2[C:3]=1[CH3:25].S1C=[CH:29][CH:28]=[CH:27]1.IC(C)C. The catalyst is C1(C)C=CC=CC=1.[Ag]=O. The product is [CH:28]([O:11][C:10]1[C:4]2[C:3]([CH3:25])=[C:2]([CH3:1])[S:24][C:5]=2[C:6]2[C:22]([CH3:23])=[N:21][O:20][C:7]=2[C@H:8]([CH2:12][C:13]([O:15][C:16]([CH3:19])([CH3:18])[CH3:17])=[O:14])[N:9]=1)([CH3:29])[CH3:27]. The yield is 0.720. (4) The reactants are [F:1][C:2]1[CH:3]=[CH:4][C:5]([O:13][CH3:14])=[C:6]2[C:11]=1[O:10][CH2:9][CH:8]([NH2:12])[CH2:7]2.Br[CH2:16][CH2:17][CH2:18][C:19]1[C:27]2[C:22](=[CH:23][CH:24]=[C:25]([F:28])[CH:26]=2)[NH:21][CH:20]=1.C(N(CC)CC)C.CO.CCOC(C)=O. The catalyst is CS(C)=O. The product is [F:28][C:25]1[CH:26]=[C:27]2[C:22](=[CH:23][CH:24]=1)[NH:21][CH:20]=[C:19]2[CH2:18][CH2:17][CH2:16][NH:12][CH:8]1[CH2:7][C:6]2[C:11](=[C:2]([F:1])[CH:3]=[CH:4][C:5]=2[O:13][CH3:14])[O:10][CH2:9]1. The yield is 0.400. (5) The reactants are [Cl:1][C:2]1[CH:9]=[CH:8][C:5]([CH:6]=[CH2:7])=[CH:4][CH:3]=1.[N+](=[CH:12][C:13]([O:15][CH2:16][CH3:17])=[O:14])=[N-]. The catalyst is C1(C)C=CC=CC=1. The product is [Cl:1][C:2]1[CH:9]=[CH:8][C:5]([CH:6]2[CH2:7][CH:12]2[C:13]([O:15][CH2:16][CH3:17])=[O:14])=[CH:4][CH:3]=1. The yield is 0.0900. (6) The catalyst is CN(C=O)C.O. The yield is 0.810. The reactants are C(=O)([O-])[O-].[K+].[K+].[N+:7]([C:10]1[CH:18]=[CH:17][CH:16]=[C:12]([C:13]([OH:15])=[O:14])[C:11]=1[OH:19])([O-:9])=[O:8].[CH2:20](Br)[C:21]1[CH:26]=[CH:25][CH:24]=[CH:23][CH:22]=1. The product is [CH2:20]([O:19][C:11]1[C:10]([N+:7]([O-:9])=[O:8])=[CH:18][CH:17]=[CH:16][C:12]=1[C:13]([O:15][CH2:13][C:12]1[CH:16]=[CH:17][CH:18]=[CH:10][CH:11]=1)=[O:14])[C:21]1[CH:26]=[CH:25][CH:24]=[CH:23][CH:22]=1. (7) The reactants are F[C:2]1[CH:11]=[C:10]2[C:5]([CH2:6][CH2:7][C:8](=[O:12])[NH:9]2)=[CH:4][CH:3]=1.[F:13]C1C=CC(N)=CC=1. No catalyst specified. The product is [F:13][C:3]1[CH:4]=[C:5]2[C:10](=[CH:11][CH:2]=1)[NH:9][C:8](=[O:12])[CH2:7][CH2:6]2. The yield is 0.740.